This data is from Reaction yield outcomes from USPTO patents with 853,638 reactions. The task is: Predict the reaction yield, written as a fraction of the theoretical maximum amount of product (1.0 means a 100% yield; for example, 0.34 means a 34% yield). The reactants are C([C@@H]([O:12][C:13](=[O:44])[CH2:14][C@H:15]([O:36][Si:37]([C:40]([CH3:43])([CH3:42])[CH3:41])([CH3:39])[CH3:38])[C:16]([CH3:35])([CH3:34])[C:17](=[O:33])[C@H:18]([CH3:32])[C@@H:19]([O:24][Si:25]([C:28]([CH3:31])([CH3:30])[CH3:29])([CH3:27])[CH3:26])[C@@H:20]([CH3:23])[CH:21]=C)C/C=C(/C)\CC=C)(=O)C.S[C:46]1N=CC=CC=1C(O)=O.[CH3:55][CH2:56][CH2:57][CH2:58][CH2:59][CH3:60].[CH2:61]([OH:63])[CH3:62]. The catalyst is C1(C)C=CC=CC=1.Cl[Ru](=C1N(C2C(C)=CC(C)=CC=2C)CCN1C1C(C)=CC(C)=CC=1C)(Cl)(=CC1C=CC=CC=1)[P](C1CCCCC1)(C1CCCCC1)C1CCCCC1. The product is [C:61]([C@H:55]1[O:44][C:13](=[O:12])[CH2:14][C@H:15]([O:36][Si:37]([C:40]([CH3:41])([CH3:42])[CH3:43])([CH3:39])[CH3:38])[C:16]([CH3:34])([CH3:35])[C:17](=[O:33])[C@H:18]([CH3:32])[C@@H:19]([O:24][Si:25]([C:28]([CH3:30])([CH3:29])[CH3:31])([CH3:27])[CH3:26])[C@@H:20]([CH3:23])[CH:21]=[CH:60][CH2:59][C:58]([CH3:46])=[CH:57][CH2:56]1)(=[O:63])[CH3:62]. The yield is 0.450.